This data is from Experimentally validated miRNA-target interactions with 360,000+ pairs, plus equal number of negative samples. The task is: Binary Classification. Given a miRNA mature sequence and a target amino acid sequence, predict their likelihood of interaction. (1) The miRNA is hsa-miR-6769b-3p with sequence CCCUCUCUGUCCCACCCAUAG. The protein sequence of the target gene is MVQKYQSPVRVYKHPFELIMAAYERRFPTCPLIPMFVDSDTVSEFKSEDGALHVIERRCKLDIDAPRLLKKIAGVDYVYFVQKNSLNSRDRTLHIEAHNETFSNRVIIHEHCCYTVHPENEDWTCFEQSASLDIKSFFGFESTVEKIAMKHYTSNIKKGKEIIEYYLRQLEEEGITFVPRWTPPPVGPSETCSSSKNQVTSAAVLVPDAAAVMEGLSGENLSSPGTASEPVVGTPDDKLDADYIKRYLGDLTPLQESCLIRLRQWLQETHKGKIPKDEHILRFLRARDFNIDKAREIMCQ.... Result: 0 (no interaction). (2) The miRNA is hsa-miR-4787-5p with sequence GCGGGGGUGGCGGCGGCAUCCC. The protein sequence of the target gene is MGPLSAPPCTQHITWKGLLLTASLLNFWNLPTTAQVIIEAKPPKVSEGKDVLLLVHNLPQNLTGYIWYKGQMTDLYHYITSYVVHGQIIYGPAYSGRETVYSNASLLIQNVTQEDAGSYTLHIIKRGDGTGGVTGYFTVTLYSETPKPSISSSNLNPREVMEAVRLICDPETPDASYLWLLNGQNLPMTHRLQLSKTNRTLYLFGVTKYIAGPYECEIRNPVSASRSDPVTLNLLPKLPMPYITINNLNPREKKDVLAFTCEPKSRNYTYIWWLNGQSLPVSPRVKRPIENRILILPSVT.... Result: 0 (no interaction). (3) The miRNA is hsa-miR-6786-5p with sequence GCGGUGGGGCCGGAGGGGCGU. The protein sequence of the target gene is MPFPFGKSHKSPADIVKNLKESMAVLEKQDISDKKAEKATEEVSKNLVAMKEILYGTNEKEPQTEAVAQLAQELYNSGLLGTLVADLQLIDFEGKKDVAQIFNNILRRQIGTRTPTVEYICTQQNILFMLLKGYESPEIALNCGIMLRECIRHEPLAKIILWSEQFYDFFRYVEMSTFDIASDAFATFKDLLTRHKLLSAEFLEQHYDRFFSEYEKLLHSENYVTKRQSLKLLGELLLDRHNFTIMTKYISKPENLKLMMNLLRDKSRNIQFEAFHVFKVFVANPNKTQPILDILLKNQT.... Result: 0 (no interaction).